From a dataset of Catalyst prediction with 721,799 reactions and 888 catalyst types from USPTO. Predict which catalyst facilitates the given reaction. Reactant: [CH2:1]([N:8]1[CH2:29][CH2:28][CH2:27][C:10]2([N:14]([CH2:15][CH2:16][C:17]3[CH:22]=[CH:21][C:20]([O:23][CH3:24])=[CH:19][CH:18]=3)[C:13](=[O:25])[NH:12][C:11]2=[O:26])[CH2:9]1)[C:2]1[CH:7]=[CH:6][CH:5]=[CH:4][CH:3]=1.Br[CH2:31][CH:32]([CH3:34])[CH3:33].C(=O)([O-])[O-].[K+].[K+]. Product: [CH2:1]([N:8]1[CH2:29][CH2:28][CH2:27][C:10]2([N:14]([CH2:15][CH2:16][C:17]3[CH:18]=[CH:19][C:20]([O:23][CH3:24])=[CH:21][CH:22]=3)[C:13](=[O:25])[N:12]([CH2:31][CH:32]([CH3:34])[CH3:33])[C:11]2=[O:26])[CH2:9]1)[C:2]1[CH:3]=[CH:4][CH:5]=[CH:6][CH:7]=1. The catalyst class is: 197.